Predict the reactants needed to synthesize the given product. From a dataset of Full USPTO retrosynthesis dataset with 1.9M reactions from patents (1976-2016). (1) Given the product [Br:1][C:2]1[CH:3]=[C:4]([N:9]([CH2:27][CH2:28][OH:29])[S:10]([C:13]2[CH:18]=[CH:17][C:16]([F:19])=[CH:15][C:14]=2[F:20])(=[O:11])=[O:12])[C:5]([CH3:8])=[N:6][CH:7]=1, predict the reactants needed to synthesize it. The reactants are: [Br:1][C:2]1[CH:3]=[C:4]([NH:9][S:10]([C:13]2[CH:18]=[CH:17][C:16]([F:19])=[CH:15][C:14]=2[F:20])(=[O:12])=[O:11])[C:5]([CH3:8])=[N:6][CH:7]=1.CN(C=O)C.Br[CH2:27][CH2:28][OH:29].C(=O)([O-])[O-].[K+].[K+]. (2) Given the product [NH2:20][C:21]1[CH:30]=[CH:29][C:28]([C:31]([C:33]2[N:37]3[CH:38]=[CH:39][CH:40]=[CH:41][C:36]3=[C:35]([C:7]3[CH:8]=[CH:9][CH:10]=[C:5]([C:3]([O:2][CH3:1])=[O:4])[CH:6]=3)[N:34]=2)=[O:32])=[CH:27][C:22]=1[C:23]([O:25][CH3:26])=[O:24], predict the reactants needed to synthesize it. The reactants are: [CH3:1][O:2][C:3]([C:5]1[CH:10]=[CH:9][C:8](B(O)O)=[CH:7][CH:6]=1)=[O:4].C(=O)([O-])[O-].[K+].[K+].[NH2:20][C:21]1[CH:30]=[CH:29][C:28]([C:31]([C:33]2[N:37]3[CH:38]=[CH:39][CH:40]=[CH:41][C:36]3=[C:35](Br)[N:34]=2)=[O:32])=[CH:27][C:22]=1[C:23]([O:25][CH3:26])=[O:24].Cl.CI.C(=O)([O-])[O-].[Cs+].[Cs+]. (3) Given the product [Cl:31][C:18]1[CH:19]=[CH:20][CH:21]=[CH:22][C:17]=1[C:16]([NH:15][C@H:11]1[CH2:12][CH2:13][CH2:14][C@@H:10]1[NH:9][C:7]1[S:8][C:4]2[CH:3]=[C:2]([F:1])[CH:30]=[CH:29][C:5]=2[N:6]=1)=[O:28], predict the reactants needed to synthesize it. The reactants are: [F:1][C:2]1[CH:30]=[CH:29][C:5]2[N:6]=[C:7]([NH:9][C@H:10]3[CH2:14][CH2:13][CH2:12][C@@H:11]3[NH:15][C:16](=[O:28])[C:17]3[CH:22]=[CH:21][CH:20]=[CH:19][C:18]=3N3C=CC=N3)[S:8][C:4]=2[CH:3]=1.[Cl:31]C1C=CC=CC=1C(O)=O.Cl.FC1C=CC2N=C(N[C@H]3CCC[C@@H]3N)SC=2C=1. (4) Given the product [C:8]([C:12]1[CH:17]=[C:16]([NH:18][C:19]([NH:35][C:36]2[C:45]3[C:40](=[CH:41][CH:42]=[CH:43][CH:44]=3)[C:39]([O:46][C:47]3[CH:52]=[CH:51][N:50]=[C:49]([NH:53][C:54]4[CH:55]=[CH:56][C:57]([O:62][CH2:63][CH2:64][N:65]5[CH2:70][CH2:69][O:68][CH2:67][CH2:66]5)=[C:58]([C:59]#[N:60])[CH:61]=4)[CH:48]=3)=[CH:38][CH:37]=2)=[O:27])[C:15]([O:28][CH3:29])=[C:14]([NH:30][S:31]([CH3:34])(=[O:32])=[O:33])[CH:13]=1)([CH3:11])([CH3:10])[CH3:9], predict the reactants needed to synthesize it. The reactants are: C(N(CC)CC)C.[C:8]([C:12]1[CH:13]=[C:14]([NH:30][S:31]([CH3:34])(=[O:33])=[O:32])[C:15]([O:28][CH3:29])=[C:16]([NH:18][C:19](=[O:27])OC2C=CC=CC=2)[CH:17]=1)([CH3:11])([CH3:10])[CH3:9].[NH2:35][C:36]1[C:45]2[C:40](=[CH:41][CH:42]=[CH:43][CH:44]=2)[C:39]([O:46][C:47]2[CH:52]=[CH:51][N:50]=[C:49]([NH:53][C:54]3[CH:55]=[CH:56][C:57]([O:62][CH2:63][CH2:64][N:65]4[CH2:70][CH2:69][O:68][CH2:67][CH2:66]4)=[C:58]([CH:61]=3)[C:59]#[N:60])[CH:48]=2)=[CH:38][CH:37]=1. (5) Given the product [Br:13][C:14]1[CH:15]=[C:16]([CH:17]=[CH:7][C:8]([O:10][CH2:11][CH3:12])=[O:9])[CH:19]=[CH:20][C:21]=1[C:22]([F:23])([F:24])[F:25], predict the reactants needed to synthesize it. The reactants are: [H-].[Na+].P([CH2:7][C:8]([O:10][CH2:11][CH3:12])=[O:9])(O)(O)=O.[Br:13][C:14]1[CH:15]=[C:16]([CH:19]=[CH:20][C:21]=1[C:22]([F:25])([F:24])[F:23])[CH:17]=O.O.